This data is from Catalyst prediction with 721,799 reactions and 888 catalyst types from USPTO. The task is: Predict which catalyst facilitates the given reaction. (1) Reactant: [CH2:1]([NH:8][C:9](=[O:12])[CH2:10]Cl)[C:2]1[CH:7]=[CH:6][CH:5]=[CH:4][CH:3]=1.CCN(C(C)C)C(C)C.[F:22][C:23]1[CH:29]=[C:28]([F:30])[CH:27]=[C:26]([F:31])[C:24]=1[NH2:25]. Product: [CH2:1]([NH:8][C:9](=[O:12])[CH2:10][NH:25][C:24]1[C:23]([F:22])=[CH:29][C:28]([F:30])=[CH:27][C:26]=1[F:31])[C:2]1[CH:7]=[CH:6][CH:5]=[CH:4][CH:3]=1. The catalyst class is: 31. (2) Reactant: [CH:1]1[C:9]2[C:8]3[CH:10]=[CH:11][CH:12]=[CH:13][C:7]=3[O:6][C:5]=2[CH:4]=[CH:3][CH:2]=1.[Br:14]Br. Product: [Br:14][C:2]1[CH:3]=[CH:4][C:5]2[O:6][C:7]3[CH:13]=[CH:12][CH:11]=[CH:10][C:8]=3[C:9]=2[CH:1]=1. The catalyst class is: 15. (3) Reactant: Cl[C:2]1[C:3](=[O:18])[N:4]([CH2:14][CH2:15][S:16][CH3:17])[C:5](=[O:13])[C:6]=1[C:7]1[CH:12]=[CH:11][CH:10]=[CH:9][CH:8]=1.[CH3:19][O:20][C:21]1[CH:27]=[CH:26][C:24]([NH2:25])=[CH:23][CH:22]=1. The catalyst class is: 3. Product: [CH3:19][O:20][C:21]1[CH:27]=[CH:26][C:24]([NH:25][C:2]2[C:3](=[O:18])[N:4]([CH2:14][CH2:15][S:16][CH3:17])[C:5](=[O:13])[C:6]=2[C:7]2[CH:12]=[CH:11][CH:10]=[CH:9][CH:8]=2)=[CH:23][CH:22]=1.